Dataset: Full USPTO retrosynthesis dataset with 1.9M reactions from patents (1976-2016). Task: Predict the reactants needed to synthesize the given product. (1) Given the product [C:1]([C:3]1([CH2:6][O:7][C:8]2[N:13]=[C:12]([C:14]([NH:32][CH:33]([C:34]([OH:36])([CH3:37])[CH3:35])[CH3:38])=[O:16])[CH:11]=[C:10]([N:17]3[CH2:18][CH2:19][CH:20]([C:23]4[C:31]5[C:26](=[N:27][CH:28]=[CH:29][CH:30]=5)[NH:25][CH:24]=4)[CH2:21][CH2:22]3)[N:9]=2)[CH2:4][CH2:5]1)#[N:2], predict the reactants needed to synthesize it. The reactants are: [C:1]([C:3]1([CH2:6][O:7][C:8]2[N:13]=[C:12]([C:14]([OH:16])=O)[CH:11]=[C:10]([N:17]3[CH2:22][CH2:21][CH:20]([C:23]4[C:31]5[C:26](=[N:27][CH:28]=[CH:29][CH:30]=5)[NH:25][CH:24]=4)[CH2:19][CH2:18]3)[N:9]=2)[CH2:5][CH2:4]1)#[N:2].[NH2:32][CH:33]([CH3:38])[C:34]([CH3:37])([OH:36])[CH3:35].CCN(C(C)C)C(C)C.CN(C(ON1N=NC2C=CC=NC1=2)=[N+](C)C)C.F[P-](F)(F)(F)(F)F. (2) Given the product [ClH:28].[ClH:28].[C@H:31]1([CH2:41][N:42]2[CH2:47][CH2:46][CH:45]([NH:48][C:23]([C:17]3[NH:18][C:19]4[C:15]([CH:16]=3)=[C:14]([O:13][CH2:12][C:9]3[C:8]5[C:3]([O:2][CH3:1])=[CH:4][C:5]([O:26][CH3:27])=[CH:6][C:7]=5[O:11][CH:10]=3)[CH:22]=[CH:21][CH:20]=4)=[O:24])[CH2:44][CH2:43]2)[C@@H:40]2[N:35]([CH2:36][CH2:37][CH2:38][CH2:39]2)[CH2:34][CH2:33][CH2:32]1, predict the reactants needed to synthesize it. The reactants are: [CH3:1][O:2][C:3]1[C:8]2[C:9]([CH2:12][O:13][C:14]3[CH:22]=[CH:21][CH:20]=[C:19]4[C:15]=3[CH:16]=[C:17]([C:23](O)=[O:24])[NH:18]4)=[CH:10][O:11][C:7]=2[CH:6]=[C:5]([O:26][CH3:27])[CH:4]=1.[ClH:28].Cl.Cl.[C@H:31]1([CH2:41][N:42]2[CH2:47][CH2:46][CH:45]([NH2:48])[CH2:44][CH2:43]2)[C@@H:40]2[N:35]([CH2:36][CH2:37][CH2:38][CH2:39]2)[CH2:34][CH2:33][CH2:32]1. (3) Given the product [F:1][C:2]([F:19])([F:18])[C:3]1[CH:8]=[CH:7][C:6]([C:9]2[CH:14]=[CH:13][CH:12]=[CH:11][C:10]=2[C:15]([NH:20][C:21]2[CH:26]=[CH:25][C:24]([C@H:27]([NH:29][C:30]([C:32]3[CH:37]=[CH:36][CH:35]=[CH:34][N:33]=3)=[O:31])[CH3:28])=[CH:23][CH:22]=2)=[O:16])=[CH:5][CH:4]=1, predict the reactants needed to synthesize it. The reactants are: [F:1][C:2]([F:19])([F:18])[C:3]1[CH:8]=[CH:7][C:6]([C:9]2[C:10]([C:15](Cl)=[O:16])=[CH:11][CH:12]=[CH:13][CH:14]=2)=[CH:5][CH:4]=1.[NH2:20][C:21]1[CH:26]=[CH:25][C:24]([C@H:27]([NH:29][C:30]([C:32]2[CH:37]=[CH:36][CH:35]=[CH:34][N:33]=2)=[O:31])[CH3:28])=[CH:23][CH:22]=1.C(N(CC)CC)C.Cl. (4) Given the product [Br:37][C:6]1[C:5]2[C:14](=[CH:1][CH:2]=[CH:3][CH:4]=2)[C:13]([C:15]2[CH:20]=[C:19]([C:21]3[C:30]4[C:25](=[CH:26][CH:27]=[CH:28][CH:29]=4)[CH:24]=[CH:23][CH:22]=3)[C:18]([C:31]3[N:32]=[CH:33][CH:34]=[CH:35][N:36]=3)=[CH:17][CH:16]=2)=[C:12]2[C:7]=1[CH:8]=[CH:9][CH:10]=[CH:11]2, predict the reactants needed to synthesize it. The reactants are: [CH:1]1[C:14]2[C:5](=[CH:6][C:7]3[C:12]([C:13]=2[C:15]2[CH:20]=[C:19]([C:21]4[C:30]5[C:25](=[CH:26][CH:27]=[CH:28][CH:29]=5)[CH:24]=[CH:23][CH:22]=4)[C:18]([C:31]4[N:36]=[CH:35][CH:34]=[CH:33][N:32]=4)=[CH:17][CH:16]=2)=[CH:11][CH:10]=[CH:9][CH:8]=3)[CH:4]=[CH:3][CH:2]=1.[Br:37]N1C(=O)CCC1=O. (5) Given the product [C:14]([O:18][C:19]([N:21]1[CH:26]2[CH2:27][CH2:28][CH:22]1[CH2:23][C:24]([C:7]1[C:12]([F:13])=[CH:11][CH:10]=[CH:9][N:8]=1)([OH:29])[CH2:25]2)=[O:20])([CH3:17])([CH3:15])[CH3:16], predict the reactants needed to synthesize it. The reactants are: C([Li])CCC.Br[C:7]1[C:12]([F:13])=[CH:11][CH:10]=[CH:9][N:8]=1.[C:14]([O:18][C:19]([N:21]1[CH:26]2[CH2:27][CH2:28][CH:22]1[CH2:23][C:24](=[O:29])[CH2:25]2)=[O:20])([CH3:17])([CH3:16])[CH3:15].C(O)(=O)C. (6) Given the product [C:10]1([C:13]2[CH:14]=[CH:15][CH:16]=[CH:17][CH:18]=2)[CH:9]=[CH:8][C:7]([CH2:6][C:5]([CH3:28])([S:19]([C:22]2[N:23]([CH3:27])[CH:24]=[CH:25][N:26]=2)(=[O:21])=[O:20])[C:4]([OH:29])=[O:3])=[CH:12][CH:11]=1, predict the reactants needed to synthesize it. The reactants are: C([O:3][C:4](=[O:29])[C:5]([CH3:28])([S:19]([C:22]1[N:23]([CH3:27])[CH:24]=[CH:25][N:26]=1)(=[O:21])=[O:20])[CH2:6][C:7]1[CH:12]=[CH:11][C:10]([C:13]2[CH:18]=[CH:17][CH:16]=[CH:15][CH:14]=2)=[CH:9][CH:8]=1)C.[OH-].[Na+].